This data is from Catalyst prediction with 721,799 reactions and 888 catalyst types from USPTO. The task is: Predict which catalyst facilitates the given reaction. (1) Reactant: [N:1]1[CH:6]=[CH:5][C:4](B(O)O)=[CH:3][CH:2]=1.C([O-])([O-])=O.[K+].[K+].Cl[C:17]1[CH:18]=[CH:19][CH:20]=[C:21]2[C:26]=1[C:25](=[O:27])[N:24]([CH2:28][CH2:29][C:30]1[CH:39]=[CH:38][C:37]3[C:32](=[CH:33][CH:34]=[CH:35][CH:36]=3)[N:31]=1)[N:23]=[CH:22]2.O. Product: [N:1]1[CH:6]=[CH:5][C:4]([C:17]2[CH:18]=[CH:19][CH:20]=[C:21]3[C:26]=2[C:25](=[O:27])[N:24]([CH2:28][CH2:29][C:30]2[CH:39]=[CH:38][C:37]4[C:32](=[CH:33][CH:34]=[CH:35][CH:36]=4)[N:31]=2)[N:23]=[CH:22]3)=[CH:3][CH:2]=1. The catalyst class is: 75. (2) Reactant: [CH2:1]([O:3][CH2:4][CH2:5][O:6][C:7]1[N:15]=[C:14]2[C:10]([N:11]=[CH:12][N:13]2[CH:16]2[CH2:21][CH2:20][CH2:19][CH2:18][O:17]2)=[C:9]([NH2:22])[N:8]=1)[CH3:2].C1C(=O)N([Br:30])C(=O)C1. Product: [Br:30][C:12]1[N:13]([CH:16]2[CH2:21][CH2:20][CH2:19][CH2:18][O:17]2)[C:14]2[C:10]([N:11]=1)=[C:9]([NH2:22])[N:8]=[C:7]([O:6][CH2:5][CH2:4][O:3][CH2:1][CH3:2])[N:15]=2. The catalyst class is: 4.